Predict which catalyst facilitates the given reaction. From a dataset of Catalyst prediction with 721,799 reactions and 888 catalyst types from USPTO. Reactant: [O:1]1[CH2:3][C@@H:2]1[C@@H:4](O)[CH:5]=[CH2:6].C1(P(C2C=CC=CC=2)C2C=CC=CC=2)C=CC=CC=1.[C:27]1(=[O:37])[NH:31][C:30](=[O:32])[C:29]2=[CH:33][CH:34]=[CH:35][CH:36]=[C:28]12.N(C(OC(C)C)=O)=NC(OC(C)C)=O. Product: [O:1]1[CH2:3][C@@H:2]1[C@H:4]([N:31]1[C:27](=[O:37])[C:28]2[C:29](=[CH:33][CH:34]=[CH:35][CH:36]=2)[C:30]1=[O:32])[CH:5]=[CH2:6]. The catalyst class is: 11.